Predict the product of the given reaction. From a dataset of Forward reaction prediction with 1.9M reactions from USPTO patents (1976-2016). (1) Given the reactants [F:1][C:2]1[CH:9]=[CH:8][C:5]([CH2:6]Br)=[CH:4][CH:3]=1.C(=O)([O-])[O-].[K+].[K+].[CH3:16][N:17]([CH3:36])[CH:18]1[CH2:22][CH2:21][N:20]([C:23]2[CH:28]=[CH:27][C:26]([C:29]3[N:33]=[C:32]([CH2:34][OH:35])[O:31][N:30]=3)=[CH:25][CH:24]=2)[CH2:19]1, predict the reaction product. The product is: [F:1][C:2]1[CH:9]=[CH:8][C:5]([CH2:6][O:35][CH2:34][C:32]2[O:31][N:30]=[C:29]([C:26]3[CH:25]=[CH:24][C:23]([N:20]4[CH2:21][CH2:22][CH:18]([N:17]([CH3:36])[CH3:16])[CH2:19]4)=[CH:28][CH:27]=3)[N:33]=2)=[CH:4][CH:3]=1. (2) Given the reactants [N+:1]([C:4]1[C:9]2[NH:10][CH:11]([CH2:14][O:15][S:16]([C:19]3[CH:24]=[CH:23][C:22]([CH3:25])=[CH:21][CH:20]=3)(=[O:18])=[O:17])[CH2:12][O:13][C:8]=2[CH:7]=[CH:6][CH:5]=1)([O-])=O.O.C1(C)C=CC(S(O)(=O)=O)=CC=1.[H][H], predict the reaction product. The product is: [NH2:1][C:4]1[C:9]2[NH:10][CH:11]([CH2:14][O:15][S:16]([C:19]3[CH:24]=[CH:23][C:22]([CH3:25])=[CH:21][CH:20]=3)(=[O:18])=[O:17])[CH2:12][O:13][C:8]=2[CH:7]=[CH:6][CH:5]=1. (3) Given the reactants [CH3:1][S:2][C:3]1[C:7]([C:8]([NH2:10])=[O:9])=[C:6]([NH:11][C:12]2[CH:17]=[CH:16][N:15]=[CH:14][CH:13]=2)[S:5][N:4]=1.OO.[OH2:20].C(OC(=O)C)(=[O:23])C, predict the reaction product. The product is: [CH3:1][S:2]([C:3]1[C:7]([C:8]([NH2:10])=[O:9])=[C:6]([NH:11][C:12]2[CH:17]=[CH:16][N:15]=[CH:14][CH:13]=2)[S:5][N:4]=1)(=[O:23])=[O:20]. (4) The product is: [N:1]1([C:8]2[CH:9]=[C:10]([CH:13]=[CH:14][CH:15]=2)[C:11]#[N:12])[CH2:6][CH2:5][NH:4][CH2:3][CH2:2]1. Given the reactants [NH:1]1[CH2:6][CH2:5][NH:4][CH2:3][CH2:2]1.F[C:8]1[CH:9]=[C:10]([CH:13]=[CH:14][CH:15]=1)[C:11]#[N:12].O, predict the reaction product. (5) Given the reactants [CH3:1][CH:2]([CH3:21])[C@H:3]([NH:11][C:12]([O:14][CH:15]1[CH2:20][CH2:19][O:18][CH2:17][CH2:16]1)=[O:13])[C:4]([O:6]C(C)(C)C)=[O:5].Cl.O1CCOCC1, predict the reaction product. The product is: [CH3:1][CH:2]([CH3:21])[C@H:3]([NH:11][C:12]([O:14][CH:15]1[CH2:20][CH2:19][O:18][CH2:17][CH2:16]1)=[O:13])[C:4]([OH:6])=[O:5].